Dataset: Full USPTO retrosynthesis dataset with 1.9M reactions from patents (1976-2016). Task: Predict the reactants needed to synthesize the given product. (1) Given the product [C:36]([O:35][C:33]([N:29]1[CH2:30][CH2:31][CH2:32][CH:27]([O:26][C:25]2[CH:40]=[CH:41][C:22]([C:2]3[C:3]([Cl:13])=[CH:4][C:5]([NH2:6])=[CH:7][C:8]=3[C:9]([F:12])([F:11])[F:10])=[CH:23][CH:24]=2)[CH2:28]1)=[O:34])([CH3:39])([CH3:37])[CH3:38], predict the reactants needed to synthesize it. The reactants are: Br[C:2]1[C:8]([C:9]([F:12])([F:11])[F:10])=[CH:7][C:5]([NH2:6])=[CH:4][C:3]=1[Cl:13].CC1(C)C(C)(C)OB([C:22]2[CH:41]=[CH:40][C:25]([O:26][CH:27]3[CH2:32][CH2:31][CH2:30][N:29]([C:33]([O:35][C:36]([CH3:39])([CH3:38])[CH3:37])=[O:34])[CH2:28]3)=[CH:24][CH:23]=2)O1.C([O-])([O-])=O.[Na+].[Na+]. (2) Given the product [CH:1]1([C:4]2[C:9]([C:10]([N:12]3[CH2:17][CH2:16][CH:15]([N:18]4[CH2:19][CH2:20][CH2:21][C@H:22]4[CH2:38][OH:42])[CH2:14][CH2:13]3)=[O:11])=[C:8]([CH3:23])[N:7]=[C:6]([C:24]3[CH:29]=[CH:28][CH:27]=[C:26]([O:30][C:31]([F:32])([F:33])[F:34])[CH:25]=3)[N:5]=2)[CH2:3][CH2:2]1, predict the reactants needed to synthesize it. The reactants are: [CH:1]1([C:4]2[C:9]([C:10]([N:12]3[CH2:17][CH2:16][CH:15]([N:18]4[CH2:22][CH2:21][CH2:20][CH2:19]4)[CH2:14][CH2:13]3)=[O:11])=[C:8]([CH3:23])[N:7]=[C:6]([C:24]3[CH:29]=[CH:28][CH:27]=[C:26]([O:30][C:31]([F:34])([F:33])[F:32])[CH:25]=3)[N:5]=2)[CH2:3][CH2:2]1.CN([C:38]([O:42]N1N=NC2C=CC=NC1=2)=[N+](C)C)C.F[P-](F)(F)(F)(F)F.C(N(CC)CC)C.Cl.Cl.N1CCC(N2CCC[C@H]2CO)CC1. (3) The reactants are: [NH2:1][C:2]1[CH:7]=[CH:6][C:5]([CH2:8][C@H:9]([N:12]([CH2:24][C:25]2[CH:30]=[CH:29][CH:28]=[CH:27][CH:26]=2)[CH2:13][C@H:14]([OH:23])[CH2:15][O:16][C:17]2[CH:22]=[CH:21][CH:20]=[CH:19][CH:18]=2)[CH2:10][OH:11])=[CH:4][CH:3]=1.[NH:31]1[CH:35]=[CH:34][CH:33]=[C:32]1[C:36](O)=[O:37].Cl.CN(C)CCCN=C=NCC. Given the product [CH2:24]([N:12]([C@H:9]([CH2:10][OH:11])[CH2:8][C:5]1[CH:6]=[CH:7][C:2]([NH:1][C:36]([C:32]2[NH:31][CH:35]=[CH:34][CH:33]=2)=[O:37])=[CH:3][CH:4]=1)[CH2:13][C@H:14]([OH:23])[CH2:15][O:16][C:17]1[CH:18]=[CH:19][CH:20]=[CH:21][CH:22]=1)[C:25]1[CH:26]=[CH:27][CH:28]=[CH:29][CH:30]=1, predict the reactants needed to synthesize it. (4) Given the product [Cl:10][C:11]1[CH:19]=[C:18]([O:20][C:21]2[CH:26]=[CH:25][C:24]([CH2:27][NH:9][CH2:1][CH2:2][C:3]3[CH:8]=[CH:7][CH:6]=[CH:5][CH:4]=3)=[CH:23][CH:22]=2)[CH:17]=[CH:16][C:12]=1[C:13]([NH2:15])=[O:14], predict the reactants needed to synthesize it. The reactants are: [CH2:1]([NH2:9])[CH2:2][C:3]1[CH:8]=[CH:7][CH:6]=[CH:5][CH:4]=1.[Cl:10][C:11]1[CH:19]=[C:18]([O:20][C:21]2[CH:26]=[CH:25][C:24]([CH:27]=O)=[CH:23][CH:22]=2)[CH:17]=[CH:16][C:12]=1[C:13]([NH2:15])=[O:14]. (5) Given the product [Cl:1][C:2]1[CH:7]=[C:6]([NH:8][CH2:9][C:10]2[O:11][CH:12]=[CH:13][CH:14]=2)[C:5]([C:15]([O:17][CH2:18][C:19]([Cl:22])([Cl:21])[Cl:20])=[O:16])=[CH:4][C:3]=1[S:23]([NH:26][CH2:27][O:28][C:29](=[O:37])[CH2:30][CH2:31][CH2:32][CH2:33][C:34]([O:36][CH2:45][Cl:46])=[O:35])(=[O:25])=[O:24], predict the reactants needed to synthesize it. The reactants are: [Cl:1][C:2]1[CH:7]=[C:6]([NH:8][CH2:9][C:10]2[O:11][CH:12]=[CH:13][CH:14]=2)[C:5]([C:15]([O:17][CH2:18][C:19]([Cl:22])([Cl:21])[Cl:20])=[O:16])=[CH:4][C:3]=1[S:23]([NH:26][CH2:27][O:28][C:29](=[O:37])[CH2:30][CH2:31][CH2:32][CH2:33][C:34]([OH:36])=[O:35])(=[O:25])=[O:24].C(=O)([O-])[O-].[Cs+].[Cs+].Br[CH2:45][Cl:46].